Task: Predict the product of the given reaction.. Dataset: Forward reaction prediction with 1.9M reactions from USPTO patents (1976-2016) Given the reactants [ClH:1].[CH3:2][N:3]([CH3:15])[CH2:4][CH2:5][CH2:6][C:7]1[CH:8]=[C:9]([NH2:14])[C:10]([CH3:13])=[N:11][CH:12]=1.C(#N)C.Cl.[Cl:20][C:21]([NH2:23])=[NH:22], predict the reaction product. The product is: [ClH:20].[ClH:1].[ClH:20].[CH3:15][N:3]([CH3:2])[CH2:4][CH2:5][CH2:6][C:7]1[CH:8]=[C:9]([NH:14][C:21]([NH2:23])=[NH:22])[C:10]([CH3:13])=[N:11][CH:12]=1.